Task: Predict which catalyst facilitates the given reaction.. Dataset: Catalyst prediction with 721,799 reactions and 888 catalyst types from USPTO (1) Reactant: [N+:1]([C:4]1[C:5]([O:14][CH:15]([C:20]2[CH:21]=[N:22][CH:23]=[CH:24][CH:25]=2)[C:16]([F:19])([F:18])[F:17])=[N:6][C:7]2[C:12]([CH:13]=1)=[CH:11][CH:10]=[CH:9][CH:8]=2)([O-])=O.O.O.[Sn](Cl)(Cl)(Cl)Cl.C(=O)(O)[O-].[Na+]. Product: [F:19][C:16]([F:17])([F:18])[CH:15]([C:20]1[CH:21]=[N:22][CH:23]=[CH:24][CH:25]=1)[O:14][C:5]1[C:4]([NH2:1])=[CH:13][C:12]2[C:7](=[CH:8][CH:9]=[CH:10][CH:11]=2)[N:6]=1. The catalyst class is: 8. (2) Reactant: C(N(CC)CC)C.[C:16](O[C:16]([O:18][C:19]([CH3:22])([CH3:21])[CH3:20])=[O:17])([O:18][C:19]([CH3:22])([CH3:21])[CH3:20])=[O:17].[F:23][C:24]1[CH:31]=[C:30]([S:32][CH3:33])[CH:29]=[CH:28][C:25]=1[CH2:26][NH2:27].O. Product: [C:19]([O:18][C:16](=[O:17])[NH:27][CH2:26][C:25]1[CH:28]=[CH:29][C:30]([S:32][CH3:33])=[CH:31][C:24]=1[F:23])([CH3:20])([CH3:21])[CH3:22]. The catalyst class is: 4.